Task: Predict the product of the given reaction.. Dataset: Forward reaction prediction with 1.9M reactions from USPTO patents (1976-2016) (1) The product is: [NH:3]1[C:7]2[CH:8]=[CH:9][CH:10]=[CH:11][C:6]=2[N:5]=[C:4]1[CH:12]([NH2:23])[CH2:13][C:14]1[CH:19]=[CH:18][C:17]([CH:20]([F:22])[F:21])=[CH:16][CH:15]=1. Given the reactants N#N.[NH:3]1[C:7]2[CH:8]=[CH:9][CH:10]=[CH:11][C:6]=2[N:5]=[C:4]1[CH:12]([NH:23]C(=O)OC(C)(C)C)[CH2:13][C:14]1[CH:19]=[CH:18][C:17]([CH:20]([F:22])[F:21])=[CH:16][CH:15]=1.Cl, predict the reaction product. (2) Given the reactants [CH3:1][C:2]1([CH3:22])[O:7][C:6]2[CH:8]=[CH:9][C:10]([C:12]3[CH:13]=[C:14]([CH:19]=[CH:20][CH:21]=3)[C:15]([O:17]C)=[O:16])=[N:11][C:5]=2[NH:4][CH2:3]1.CO.[CH2:25]1COCC1.O[Li].O, predict the reaction product. The product is: [CH3:25][C:13]1[C:12]([C:10]2[CH:9]=[CH:8][C:6]3[O:7][C:2]([CH3:1])([CH3:22])[CH2:3][NH:4][C:5]=3[N:11]=2)=[CH:21][CH:20]=[CH:19][C:14]=1[C:15]([OH:17])=[O:16]. (3) Given the reactants Br[C:2]1[CH:3]=[CH:4][CH:5]=[C:6]2[C:10]=1[N:9]([CH2:11][CH:12](O[Si](C(C)(C)C)(C)C)[C:13]1[CH:18]=[CH:17][CH:16]=[CH:15][CH:14]=1)[CH:8]=[CH:7]2.C1COCC1.CCCCCC.C([Li])CCC.[C:43](=[O:45])=[O:44], predict the reaction product. The product is: [C:13]1(/[CH:12]=[CH:11]/[N:9]2[C:10]3[C:6](=[CH:5][CH:4]=[CH:3][C:2]=3[C:43]([OH:45])=[O:44])[CH:7]=[CH:8]2)[CH:14]=[CH:15][CH:16]=[CH:17][CH:18]=1. (4) Given the reactants [F:1][C:2]1[CH:3]=[C:4]2[C:8](=[CH:9][CH:10]=1)[N:7]([CH2:11][C:12]1[CH:17]=[CH:16][CH:15]=[C:14]([F:18])[CH:13]=1)[C:6]([C:19]([OH:21])=O)=[CH:5]2.[CH3:22][C:23]1[C:28]([NH2:29])=[CH:27][CH:26]=[C:25]([N:30]2[CH2:34][CH2:33][CH2:32][CH2:31]2)[N:24]=1, predict the reaction product. The product is: [CH3:22][C:23]1[C:28]([NH:29][C:19]([C:6]2[N:7]([CH2:11][C:12]3[CH:17]=[CH:16][CH:15]=[C:14]([F:18])[CH:13]=3)[C:8]3[C:4]([CH:5]=2)=[CH:3][C:2]([F:1])=[CH:10][CH:9]=3)=[O:21])=[CH:27][CH:26]=[C:25]([N:30]2[CH2:34][CH2:33][CH2:32][CH2:31]2)[N:24]=1. (5) The product is: [CH3:17][O:16][C:12](=[O:15])[CH:13]=[CH:14][C:2]1[CH:3]=[N:4][C:5]2[C:10]([CH:11]=1)=[CH:9][CH:8]=[CH:7][CH:6]=2. Given the reactants Br[C:2]1[CH:3]=[N:4][C:5]2[C:10]([CH:11]=1)=[CH:9][CH:8]=[CH:7][CH:6]=2.[C:12]([O:16][CH3:17])(=[O:15])[CH:13]=[CH2:14].C1(C)C=CC=CC=1P(C1C=CC=CC=1C)C1C=CC=CC=1C.C(N(CC)CC)C.[K+].[Br-], predict the reaction product. (6) Given the reactants [ClH:1].[CH3:2][O:3][CH2:4][C:5]#[N:6].[CH2:7]([OH:9])[CH3:8], predict the reaction product. The product is: [ClH:1].[CH3:2][O:3][CH2:4][C:5](=[NH:6])[O:9][CH2:7][CH3:8].